Dataset: Full USPTO retrosynthesis dataset with 1.9M reactions from patents (1976-2016). Task: Predict the reactants needed to synthesize the given product. (1) Given the product [CH:18]1([CH2:17][C@H:16]([C:23]2[CH:28]=[CH:27][CH:26]=[C:25]([C:29]([F:31])([F:32])[F:30])[CH:24]=2)[C:15]([NH:14][C:11]2[CH:12]=[CH:13][N:9]([CH2:8][CH2:7][OH:6])[N:10]=2)=[O:33])[CH2:22][CH2:21][CH2:20][CH2:19]1, predict the reactants needed to synthesize it. The reactants are: C([Si](C)(C)[O:6][CH2:7][CH2:8][N:9]1[CH:13]=[CH:12][C:11]([NH:14][C:15](=[O:33])[C@@H:16]([C:23]2[CH:28]=[CH:27][CH:26]=[C:25]([C:29]([F:32])([F:31])[F:30])[CH:24]=2)[CH2:17][CH:18]2[CH2:22][CH2:21][CH2:20][CH2:19]2)=[N:10]1)(C)(C)C.C(O)C. (2) Given the product [Br:1][C:2]1[CH:3]=[C:4]2[N:10]([CH3:11])[CH:9]=[CH:8][C:5]2=[N:6][CH:7]=1, predict the reactants needed to synthesize it. The reactants are: [Br:1][C:2]1[CH:3]=[C:4]2[NH:10][CH:9]=[CH:8][C:5]2=[N:6][CH:7]=1.[CH3:11]OC(=O)OC.CCN(CC)CC. (3) Given the product [CH3:35][O:34][C:32](=[O:33])[CH2:31][N:14]([C:9]1[CH:10]=[N:11][CH:12]=[CH:13][C:8]=1[C:3]1[CH:4]=[CH:5][CH:6]=[CH:7][C:2]=1[F:1])[C:15](=[O:30])[C:16]1[CH:17]=[C:18]([C:26]([F:27])([F:29])[F:28])[CH:22]=[C:20]([S:37]([CH3:36])(=[O:39])=[O:38])[CH:21]=1, predict the reactants needed to synthesize it. The reactants are: [F:1][C:2]1[CH:7]=[CH:6][CH:5]=[CH:4][C:3]=1[C:8]1[CH:13]=[CH:12][N:11]=[CH:10][C:9]=1[N:14]([CH2:31][C:32]([O:34][CH3:35])=[O:33])[C:15](=[O:30])[C:16]1[CH:21]=[C:20]([C:22](F)(F)F)N=[C:18]([C:26]([F:29])([F:28])[F:27])[CH:17]=1.[CH3:36][S:37](C1C=C(C=C(C(F)(F)F)C=1)C(O)=O)(=[O:39])=[O:38]. (4) Given the product [C:11]1([C:17]2[CH:18]=[N:19][N:20]3[CH:25]=[C:24]([C:26]4[CH:27]=[CH:28][C:29]([CH2:32][CH2:33][CH:34]=[O:35])=[CH:30][CH:31]=4)[CH:23]=[N:22][C:21]=23)[CH:12]=[CH:13][CH:14]=[CH:15][CH:16]=1, predict the reactants needed to synthesize it. The reactants are: CS(C)=O.C(Cl)(=O)C(Cl)=O.[C:11]1([C:17]2[CH:18]=[N:19][N:20]3[CH:25]=[C:24]([C:26]4[CH:31]=[CH:30][C:29]([CH2:32][CH2:33][CH2:34][OH:35])=[CH:28][CH:27]=4)[CH:23]=[N:22][C:21]=23)[CH:16]=[CH:15][CH:14]=[CH:13][CH:12]=1.C(N(CC)CC)C. (5) The reactants are: [CH2:1]([O:8][C:9]1[C:10]([C:25]([O:27][CH2:28][CH3:29])=[O:26])=[N:11][N:12]2[CH:17]([C:18](=[O:22])[CH:19]=[N+]=[N-])[CH2:16][N:15]([CH3:23])[C:14](=[O:24])[C:13]=12)[C:2]1[CH:7]=[CH:6][CH:5]=[CH:4][CH:3]=1.[ClH:30]. Given the product [CH2:1]([O:8][C:9]1[C:10]([C:25]([O:27][CH2:28][CH3:29])=[O:26])=[N:11][N:12]2[CH:17]([C:18](=[O:22])[CH2:19][Cl:30])[CH2:16][N:15]([CH3:23])[C:14](=[O:24])[C:13]=12)[C:2]1[CH:7]=[CH:6][CH:5]=[CH:4][CH:3]=1, predict the reactants needed to synthesize it. (6) Given the product [Br:11][C:10]1[N:2]2[C:3]([C:4]([NH2:7])=[N:5][CH:6]=[N:1]2)=[CH:8][CH:9]=1, predict the reactants needed to synthesize it. The reactants are: [N:1]1[N:2]2[CH:10]=[CH:9][CH:8]=[C:3]2[C:4]([NH2:7])=[N:5][CH:6]=1.[Br:11]N1C(C)(C)C(=O)N(Br)C1=O.CO.C(Cl)Cl.[O-]S([O-])=O.[Na+].[Na+]. (7) The reactants are: [CH3:1][O:2][C:3]1[CH:21]=[CH:20][C:6]([CH2:7][N:8]2[C:16]3[C:11](=[CH:12][CH:13]=[CH:14][CH:15]=3)[C:10]([C:17]([OH:19])=O)=[N:9]2)=[CH:5][CH:4]=1.C(Cl)(=O)C(Cl)=O.[NH2:28][C:29]1[C:34]([Cl:35])=[CH:33][C:32]([CH2:36][C:37]([O:39][CH2:40][CH3:41])=[O:38])=[C:31]([F:42])[CH:30]=1.C(N(CC)CC)C. Given the product [Cl:35][C:34]1[C:29]([NH:28][C:17]([C:10]2[C:11]3[C:16](=[CH:15][CH:14]=[CH:13][CH:12]=3)[N:8]([CH2:7][C:6]3[CH:5]=[CH:4][C:3]([O:2][CH3:1])=[CH:21][CH:20]=3)[N:9]=2)=[O:19])=[CH:30][C:31]([F:42])=[C:32]([CH2:36][C:37]([O:39][CH2:40][CH3:41])=[O:38])[CH:33]=1, predict the reactants needed to synthesize it. (8) Given the product [Cl:22][C:23]1[C:28]([O:29][CH3:30])=[CH:27][C:26]([NH:31][C:32]2[C:41]3[C:36](=[CH:37][C:38]([O:43][CH2:44][CH3:45])=[C:39]([NH2:42])[CH:40]=3)[N:35]=[CH:34][N:33]=2)=[C:25]([O:46][CH3:47])[CH:24]=1.[Cl:22][C:23]1[C:28]([O:29][CH3:30])=[CH:27][C:26]([NH:31][C:32]2[C:41]3[C:36](=[CH:37][C:38]([O:43][CH2:44][CH3:45])=[C:39]([NH:42][C:7](=[O:8])/[CH:6]=[CH:5]/[CH2:4][N:3]([CH3:10])[CH3:2])[CH:40]=3)[N:35]=[CH:34][N:33]=2)=[C:25]([O:46][CH3:47])[CH:24]=1, predict the reactants needed to synthesize it. The reactants are: Cl.[CH3:2][N:3]([CH3:10])[CH2:4]/[CH:5]=[CH:6]/[C:7](O)=[O:8].C(Cl)(=O)C(Cl)=O.CN(C=O)C.[Cl:22][C:23]1[C:28]([O:29][CH3:30])=[CH:27][C:26]([NH:31][C:32]2[C:41]3[C:36](=[CH:37][C:38]([O:43][CH2:44][CH3:45])=[C:39]([NH2:42])[CH:40]=3)[N:35]=[CH:34][N:33]=2)=[C:25]([O:46][CH3:47])[CH:24]=1. (9) Given the product [Cl:21][C:22]1[CH:27]=[CH:26][C:25]([C:28]#[C:29][C:5]2[CH:6]=[CH:7][C:2]([F:1])=[C:3]([C@:9]3([CH3:20])[CH2:14][C@@H:13]([C:15]([F:18])([F:17])[F:16])[O:12][C:11]([NH2:19])=[N:10]3)[CH:4]=2)=[CH:24][CH:23]=1, predict the reactants needed to synthesize it. The reactants are: [F:1][C:2]1[CH:7]=[CH:6][C:5](I)=[CH:4][C:3]=1[C@:9]1([CH3:20])[CH2:14][C@@H:13]([C:15]([F:18])([F:17])[F:16])[O:12][C:11]([NH2:19])=[N:10]1.[Cl:21][C:22]1[CH:27]=[CH:26][C:25]([C:28]#[CH:29])=[CH:24][CH:23]=1.